Task: Predict the product of the given reaction.. Dataset: Forward reaction prediction with 1.9M reactions from USPTO patents (1976-2016) Given the reactants C[O:2][C:3](=[O:15])[CH:4]([O:13][CH3:14])[CH2:5][C:6]1[CH:11]=[CH:10][CH:9]=[C:8]([OH:12])[CH:7]=1.Br[CH2:17][CH2:18][CH2:19][O:20][C:21]1[CH:26]=[CH:25][C:24]([C:27]([C:29]2[CH:34]=[CH:33][CH:32]=[CH:31][CH:30]=2)=[O:28])=[CH:23][CH:22]=1, predict the reaction product. The product is: [C:27]([C:24]1[CH:23]=[CH:22][C:21]([O:20][CH2:19][CH2:18][CH2:17][O:12][C:8]2[CH:7]=[C:6]([CH2:5][CH:4]([O:13][CH3:14])[C:3]([OH:2])=[O:15])[CH:11]=[CH:10][CH:9]=2)=[CH:26][CH:25]=1)(=[O:28])[C:29]1[CH:30]=[CH:31][CH:32]=[CH:33][CH:34]=1.